Dataset: Catalyst prediction with 721,799 reactions and 888 catalyst types from USPTO. Task: Predict which catalyst facilitates the given reaction. (1) Reactant: [NH:1]1[C:9]2[C:4](=[CH:5][CH:6]=[CH:7][CH:8]=2)[C:3](/[CH:10]=[C:11]2\[O:12][C:13]3[CH:20]=[C:19]([OH:21])[CH:18]=[CH:17][C:14]=3[C:15]\2=[O:16])=[CH:2]1.[OH:22][CH:23]1[CH2:28][CH2:27][NH:26][CH2:25][CH2:24]1.[CH2:29]=O. Product: [NH:1]1[C:9]2[C:4](=[CH:5][CH:6]=[CH:7][CH:8]=2)[C:3](/[CH:10]=[C:11]2\[O:12][C:13]3[C:20]([CH2:29][N:26]4[CH2:27][CH2:28][CH:23]([OH:22])[CH2:24][CH2:25]4)=[C:19]([OH:21])[CH:18]=[CH:17][C:14]=3[C:15]\2=[O:16])=[CH:2]1. The catalyst class is: 8. (2) Reactant: C([NH:5][C:6]([NH:8][C@H:9]([CH2:12][C:13]1[CH:18]=[CH:17][N:16]=[CH:15][CH:14]=1)[CH2:10]O)=[S:7])(C)(C)C.[ClH:19]. Product: [ClH:19].[ClH:19].[N:16]1[CH:17]=[CH:18][C:13]([CH2:12][C@@H:9]2[CH2:10][S:7][C:6]([NH2:5])=[N:8]2)=[CH:14][CH:15]=1. The catalyst class is: 41. (3) Reactant: [H-].[Al+3].[Li+].[H-].[H-].[H-].C[O:8][C:9](=O)[CH:10]([CH3:20])[CH2:11][CH2:12][CH2:13][C:14](OC)([O:16]C)[CH3:15].CO. Product: [OH:8][CH2:9][CH:10]([CH3:20])[CH2:11][CH2:12][CH2:13][C:14](=[O:16])[CH3:15]. The catalyst class is: 1. (4) Reactant: [CH:1]1([N:4]2[C:13]3[C:8](=[CH:9][CH:10]=[CH:11][CH:12]=3)[N:7]([C:14]([C:16]3[CH:17]=[N:18][CH:19]=[CH:20][C:21]=3[O:22][C:23]3[CH:28]=[C:27]([Cl:29])[C:26]([OH:30])=[CH:25][C:24]=3[Cl:31])=[O:15])[CH2:6][CH2:5]2)[CH2:3][CH2:2]1.[CH2:32]([O:34][C:35](=[O:40])[C:36](Br)([CH3:38])[CH3:37])[CH3:33]. Product: [CH2:32]([O:34][C:35](=[O:40])[C:36]([O:30][C:26]1[CH:25]=[C:24]([Cl:31])[C:23]([O:22][C:21]2[CH:20]=[CH:19][N:18]=[CH:17][C:16]=2[C:14]([N:7]2[C:8]3[C:13](=[CH:12][CH:11]=[CH:10][CH:9]=3)[N:4]([CH:1]3[CH2:2][CH2:3]3)[CH2:5][CH2:6]2)=[O:15])=[CH:28][C:27]=1[Cl:29])([CH3:38])[CH3:37])[CH3:33]. The catalyst class is: 644.